Dataset: Forward reaction prediction with 1.9M reactions from USPTO patents (1976-2016). Task: Predict the product of the given reaction. (1) The product is: [OH:17][C:13]1[CH:12]=[C:11]([CH2:10][C:9]([NH:8][C:4]2[CH:5]=[N:6][CH:7]=[C:2]([C:31]3[CH:30]=[CH:29][CH:28]=[C:27]([OH:26])[CH:32]=3)[CH:3]=2)=[O:25])[CH:16]=[CH:15][CH:14]=1. Given the reactants Br[C:2]1[CH:3]=[C:4]([NH:8][C:9](=[O:25])[CH2:10][C:11]2[CH:16]=[CH:15][CH:14]=[C:13]([O:17][Si](C(C)(C)C)(C)C)[CH:12]=2)[CH:5]=[N:6][CH:7]=1.[OH:26][C:27]1[CH:28]=[C:29](B(O)O)[CH:30]=[CH:31][CH:32]=1.C([O-])(O)=O.[Na+].C1(P(C2C=CC=CC=2)C2C=CC=CC=2)C=CC=CC=1, predict the reaction product. (2) Given the reactants Cl.Cl.[NH2:3][CH2:4][CH2:5][CH2:6][CH2:7][CH2:8][CH2:9][CH2:10][CH2:11][CH2:12][N:13]1[CH2:18][CH2:17][CH:16]([O:19][C:20](=[O:34])[NH:21][C:22]2[CH:27]=[CH:26][CH:25]=[CH:24][C:23]=2[C:28]2[CH:33]=[CH:32][CH:31]=[CH:30][CH:29]=2)[CH2:15][CH2:14]1.[OH:35][C:36]1[CH:43]=[CH:42][C:41]([Cl:44])=[CH:40][C:37]=1[CH:38]=O, predict the reaction product. The product is: [Cl:44][C:41]1[CH:42]=[CH:43][C:36]([OH:35])=[C:37]([CH:40]=1)[CH2:38][NH:3][CH2:4][CH2:5][CH2:6][CH2:7][CH2:8][CH2:9][CH2:10][CH2:11][CH2:12][N:13]1[CH2:18][CH2:17][CH:16]([O:19][C:20](=[O:34])[NH:21][C:22]2[CH:27]=[CH:26][CH:25]=[CH:24][C:23]=2[C:28]2[CH:33]=[CH:32][CH:31]=[CH:30][CH:29]=2)[CH2:15][CH2:14]1. (3) Given the reactants [OH:1][CH2:2][C:3]([CH3:9])([CH3:8])[C:4]([O:6][CH3:7])=[O:5].CS(C)=O.C(N(CC)CC)C, predict the reaction product. The product is: [CH3:8][C:3]([CH3:9])([CH:2]=[O:1])[C:4]([O:6][CH3:7])=[O:5]. (4) Given the reactants [C:1]([CH2:4][O:5]C(=O)C1C=CC=CC=1)(=[S:3])[NH2:2].[C:14]1([C:24]2[CH:29]=[CH:28][CH:27]=[CH:26][CH:25]=2)[CH:19]=[CH:18][C:17]([C:20](=O)[CH2:21]Br)=[CH:16][CH:15]=1.OS(O)(=O)=O.O, predict the reaction product. The product is: [C:14]1([C:24]2[CH:29]=[CH:28][CH:27]=[CH:26][CH:25]=2)[CH:19]=[CH:18][C:17]([C:20]2[N:2]=[C:1]([CH2:4][OH:5])[S:3][CH:21]=2)=[CH:16][CH:15]=1. (5) Given the reactants [CH2:1]([C:8]1[N:13]=[C:12]([CH3:14])[C:11]([CH:15]([CH2:20][CH2:21][CH3:22])[C:16]([O:18]C)=[O:17])=[C:10]([C:23]2[CH:28]=[CH:27][CH:26]=[CH:25][CH:24]=2)[N:9]=1)[C:2]1[CH:7]=[CH:6][CH:5]=[CH:4][CH:3]=1.[OH-].[Na+], predict the reaction product. The product is: [CH2:1]([C:8]1[N:13]=[C:12]([CH3:14])[C:11]([CH:15]([CH2:20][CH2:21][CH3:22])[C:16]([OH:18])=[O:17])=[C:10]([C:23]2[CH:24]=[CH:25][CH:26]=[CH:27][CH:28]=2)[N:9]=1)[C:2]1[CH:3]=[CH:4][CH:5]=[CH:6][CH:7]=1. (6) Given the reactants OO.[Br:3][C:4]1[CH:5]=[C:6]([O:14][CH3:15])[C:7]([O:12][CH3:13])=[C:8]([CH:11]=1)C=O.[O-:16]S([O-])=O.[Na+].[Na+], predict the reaction product. The product is: [CH3:13][O:12][C:7]1[C:6]([O:14][CH3:15])=[CH:5][C:4]([Br:3])=[CH:11][C:8]=1[OH:16]. (7) Given the reactants C(OC([N:8]1[CH2:13][CH2:12][CH:11]([C:14](=[O:35])[C:15]2[CH:20]=[CH:19][C:18]([S:21]([C:24]3[CH:33]=[CH:32][C:31]4[C:26](=[CH:27][CH:28]=[C:29]([Br:34])[CH:30]=4)[CH:25]=3)(=[O:23])=[O:22])=[CH:17][CH:16]=2)[CH2:10][CH2:9]1)=O)(C)(C)C.[ClH:36], predict the reaction product. The product is: [ClH:36].[Br:34][C:29]1[CH:30]=[C:31]2[C:26](=[CH:27][CH:28]=1)[CH:25]=[C:24]([S:21]([C:18]1[CH:19]=[CH:20][C:15]([C:14]([CH:11]3[CH2:10][CH2:9][NH:8][CH2:13][CH2:12]3)=[O:35])=[CH:16][CH:17]=1)(=[O:23])=[O:22])[CH:33]=[CH:32]2. (8) Given the reactants [CH3:1][CH:2]([CH3:25])[CH:3]([NH:8][C:9]([C:11]1[S:12][CH:13]=[C:14]([C:16]2[CH:21]=[CH:20][C:19]([N+:22]([O-])=O)=[CH:18][CH:17]=2)[N:15]=1)=[O:10])[C:4]([O:6][CH3:7])=[O:5].Cl[C:27]1[S:28][C:29]2[CH:35]=[C:34]([F:36])[CH:33]=[CH:32][C:30]=2[N:31]=1.Cl, predict the reaction product. The product is: [F:36][C:34]1[CH:33]=[CH:32][C:30]2[N:31]=[C:27]([NH:22][C:19]3[CH:20]=[CH:21][C:16]([C:14]4[N:15]=[C:11]([C:9]([NH:8][CH:3]([CH:2]([CH3:25])[CH3:1])[C:4]([O:6][CH3:7])=[O:5])=[O:10])[S:12][CH:13]=4)=[CH:17][CH:18]=3)[S:28][C:29]=2[CH:35]=1. (9) Given the reactants [CH2:1]([NH:5][CH2:6][CH2:7][CH2:8][CH3:9])[CH2:2][CH2:3][CH3:4].C[Al](C)C.C(O[C:17]([C:19]1[C:23]([Cl:24])=[C:22]([CH3:25])[NH:21][N:20]=1)=[O:18])C.[C@H](O)(C([O-])=O)[C@@H](O)C([O-])=O.[Na+].[K+], predict the reaction product. The product is: [CH2:1]([N:5]([CH2:6][CH2:7][CH2:8][CH3:9])[C:17]([C:19]1[C:23]([Cl:24])=[C:22]([CH3:25])[NH:21][N:20]=1)=[O:18])[CH2:2][CH2:3][CH3:4]. (10) The product is: [Br:5][C:6]1[CH:13]=[CH:12][CH:11]=[C:8]([CH2:9][O:10][CH2:1][O:2][CH3:3])[CH:7]=1. Given the reactants [CH3:1][O:2][CH2:3]Cl.[Br:5][C:6]1[CH:7]=[C:8]([CH:11]=[CH:12][CH:13]=1)[CH2:9][OH:10].C(N(C(C)C)CC)(C)C.O, predict the reaction product.